The task is: Predict the reaction yield, written as a fraction of the theoretical maximum amount of product (1.0 means a 100% yield; for example, 0.34 means a 34% yield).. This data is from Reaction yield outcomes from USPTO patents with 853,638 reactions. (1) The reactants are [Cl:1][C:2]1[CH:9]=[CH:8][C:5]([CH:6]=[O:7])=[C:4]([OH:10])[CH:3]=1.C(=O)([O-])[O-].[Cs+].[Cs+].[CH2:17]1[CH2:21]OC[CH2:18]1. No catalyst specified. The product is [CH2:21]([O:10][C:4]1[CH:3]=[C:2]([Cl:1])[CH:9]=[CH:8][C:5]=1[CH:6]=[O:7])[CH:17]=[CH2:18]. The yield is 0.970. (2) The reactants are [N+:1]([C:4]1[CH:13]=[C:12]2[C:7]([CH2:8][CH2:9][CH2:10][C:11]2=[N:14]O)=[CH:6][CH:5]=1)([O-])=O. The catalyst is CO. The product is [CH:11]1([NH2:14])[C:12]2[C:7](=[CH:6][CH:5]=[C:4]([NH2:1])[CH:13]=2)[CH2:8][CH2:9][CH2:10]1. The yield is 0.960. (3) The reactants are ClC1N=[C:9](Cl)[CH:8]=[CH:7][C:3]=1[C:4](N)=O.[Cl:12][C:13]1[CH:21]=[CH:20][C:16]([C:17]([NH2:19])=[O:18])=[C:15]([NH:22][CH2:23][CH2:24][O:25][CH3:26])[N:14]=1.[CH2:27](N(CC)CC)C. The catalyst is C(#N)C. The product is [CH2:26]([O:25][CH2:24][CH2:23][NH:22][C:15]1[N:14]=[C:13]([Cl:12])[CH:21]=[CH:20][C:16]=1[C:17]([NH2:19])=[O:18])[C:4]1[CH:3]=[CH:7][CH:8]=[CH:9][CH:27]=1. The yield is 0.783. (4) The reactants are C(=O)(OC(C)(C)C)[O:2][C:3]1[N:7]([C:8]2[CH:13]=[CH:12][CH:11]=[CH:10][N:9]=2)[N:6]=[C:5]([C:14]2[CH:19]=[CH:18][CH:17]=[CH:16][C:15]=2[C:20]2[CH:25]=[CH:24][CH:23]=[C:22]([C:26]3[CH:31]=[CH:30][CH:29]=[CH:28][CH:27]=3)[CH:21]=2)[CH:4]=1.C(=O)(OC(C)(C)C)OC1N(C2C=CC=CN=2)N=C(C2C=CC(C3C=CC=CC=3)=CC=2)C=1. No catalyst specified. The product is [C:26]1([C:22]2[CH:21]=[C:20]([C:15]3[CH:16]=[CH:17][CH:18]=[CH:19][C:14]=3[C:5]3[CH:4]=[C:3]([OH:2])[N:7]([C:8]4[CH:13]=[CH:12][CH:11]=[CH:10][N:9]=4)[N:6]=3)[CH:25]=[CH:24][CH:23]=2)[CH:31]=[CH:30][CH:29]=[CH:28][CH:27]=1. The yield is 0.820.